Dataset: Forward reaction prediction with 1.9M reactions from USPTO patents (1976-2016). Task: Predict the product of the given reaction. (1) Given the reactants C1(OC)C=CC=CC=1.FC(F)(F)C(O)=O.[CH:16]1([CH2:19][N:20]2[C:24]([C:25]3[CH:30]=[CH:29][N:28]=[C:27]([NH:31][C:32]4[CH:37]=[CH:36][C:35]([S:38](=[O:49])(=[O:48])[N:39]([CH2:44][CH2:45][O:46][CH3:47])C(C)(C)C)=[CH:34][CH:33]=4)[N:26]=3)=[CH:23][N:22]=[C:21]2[CH2:50][CH3:51])[CH2:18][CH2:17]1, predict the reaction product. The product is: [CH:16]1([CH2:19][N:20]2[C:24]([C:25]3[CH:30]=[CH:29][N:28]=[C:27]([NH:31][C:32]4[CH:33]=[CH:34][C:35]([S:38](=[O:48])(=[O:49])[NH:39][CH2:44][CH2:45][O:46][CH3:47])=[CH:36][CH:37]=4)[N:26]=3)=[CH:23][N:22]=[C:21]2[CH2:50][CH3:51])[CH2:18][CH2:17]1. (2) Given the reactants CS(O[CH2:6][C:7]1[CH:12]=[CH:11][C:10]([N+:13]([O-:15])=[O:14])=[C:9]([N+:16]([O-:18])=[O:17])[CH:8]=1)(=O)=O.C(N(CC)CC)C.[NH:26]1[CH2:31][CH2:30][CH2:29][CH2:28][CH2:27]1, predict the reaction product. The product is: [N+:16]([C:9]1[CH:8]=[C:7]([CH:12]=[CH:11][C:10]=1[N+:13]([O-:15])=[O:14])[CH2:6][N:26]1[CH2:31][CH2:30][CH2:29][CH2:28][CH2:27]1)([O-:18])=[O:17]. (3) Given the reactants [CH2:1]([O:8][C:9]1[C:18]2[N:17]=[CH:16][CH:15]=[CH:14][C:13]=2[C:12]([S:19](Cl)(=O)=O)=[CH:11][CH:10]=1)[C:2]1[CH:7]=[CH:6][CH:5]=[CH:4][CH:3]=1.C1(P(C2C=CC=CC=2)C2C=CC=CC=2)C=CC=CC=1.[BH4-].[Na+].[H-].[Na+].I[CH2:47][CH:48]([CH3:50])[CH3:49], predict the reaction product. The product is: [CH2:1]([O:8][C:9]1[CH:10]=[CH:11][C:12]([S:19][CH2:47][CH:48]([CH3:50])[CH3:49])=[C:13]2[C:18]=1[N:17]=[CH:16][CH:15]=[CH:14]2)[C:2]1[CH:7]=[CH:6][CH:5]=[CH:4][CH:3]=1. (4) Given the reactants O=[As:2]O[As]=O.C([O-])(=O)CS.[NH4+].[CH2:12]([C:14]([CH2:19][SH:20])([CH2:17][SH:18])[CH2:15][SH:16])[CH3:13], predict the reaction product. The product is: [CH2:12]([C:14]12[CH2:19][S:20][As:2]([S:18][CH2:17]1)[S:16][CH2:15]2)[CH3:13]. (5) Given the reactants Cl[C:2]1[S:3][C:4]([Cl:23])=[C:5]([CH2:7][O:8][N:9]=[C:10]([C:17]2[N:21]([CH3:22])[N:20]=[N:19][N:18]=2)[C:11]2[CH:16]=[CH:15][CH:14]=[CH:13][CH:12]=2)[N:6]=1.N#N.[CH:26]1([C:29]#[CH:30])[CH2:28][CH2:27]1.C(N(C(C)C)C(C)C)C, predict the reaction product. The product is: [Cl:23][C:4]1[S:3][C:2]([C:30]#[C:29][CH:26]2[CH2:28][CH2:27]2)=[N:6][C:5]=1[CH2:7][O:8][N:9]=[C:10]([C:17]1[N:21]([CH3:22])[N:20]=[N:19][N:18]=1)[C:11]1[CH:16]=[CH:15][CH:14]=[CH:13][CH:12]=1.